From a dataset of Forward reaction prediction with 1.9M reactions from USPTO patents (1976-2016). Predict the product of the given reaction. (1) The product is: [Cl:8][C:5]1[N:4]=[CH:3][C:2]([C:12]2[CH:13]=[CH:14][CH:15]=[C:16](/[CH:17]=[CH:18]/[O:19][CH3:20])[C:11]=2[CH2:9][CH3:10])=[CH:7][N:6]=1. Given the reactants Br[C:2]1[CH:3]=[N:4][C:5]([Cl:8])=[N:6][CH:7]=1.[CH2:9]([C:11]1[C:16](/[CH:17]=[CH:18]/[O:19][CH3:20])=[CH:15][CH:14]=[CH:13][C:12]=1B1OC(C)(C)C(C)(C)O1)[CH3:10].P([O-])([O-])([O-])=O.[K+].[K+].[K+], predict the reaction product. (2) Given the reactants [F:1][C:2]([F:16])([F:15])[C:3]([CH3:14])([CH3:13])[CH2:4][N:5]1[CH2:10][CH2:9][CH:8]([CH2:11][OH:12])[CH2:7][CH2:6]1.[H-].[Na+].Br[C:20]1[CH:25]=[CH:24][C:23]([Br:26])=[CH:22][N:21]=1, predict the reaction product. The product is: [Br:26][C:23]1[CH:24]=[CH:25][C:20]([O:12][CH2:11][CH:8]2[CH2:9][CH2:10][N:5]([CH2:4][C:3]([CH3:13])([CH3:14])[C:2]([F:1])([F:15])[F:16])[CH2:6][CH2:7]2)=[N:21][CH:22]=1. (3) Given the reactants B([O-])O[CH2:3][CH2:4][CH2:5][CH2:6][CH2:7][CH2:8][CH2:9][CH3:10].C=CCCCCCC.B1C2CCCC1CCC2.[OH-].[Na+].Br[C:32]1[CH:33]=[C:34]2[C:39](=[CH:40][CH:41]=1)[CH2:38][C:37](=[O:42])[CH2:36][CH2:35]2, predict the reaction product. The product is: [CH2:3]([C:32]1[CH:33]=[C:34]2[C:39](=[CH:40][CH:41]=1)[CH2:38][C:37](=[O:42])[CH2:36][CH2:35]2)[CH2:4][CH2:5][CH2:6][CH2:7][CH2:8][CH2:9][CH3:10].